Predict which catalyst facilitates the given reaction. From a dataset of Catalyst prediction with 721,799 reactions and 888 catalyst types from USPTO. (1) Reactant: [NH2:1][C:2]1[S:3][C:4]([C:7]2[CH:16]=[CH:15][C:14]3[C:9](=[CH:10][CH:11]=[CH:12][CH:13]=3)[CH:8]=2)=[N:5][N:6]=1.[C:17]1(=[O:27])[O:22][C:20](=[O:21])[C:19]2=[CH:23][CH:24]=[CH:25][CH:26]=[C:18]12. Product: [CH:8]1[C:9]2[C:14](=[CH:13][CH:12]=[CH:11][CH:10]=2)[CH:15]=[CH:16][C:7]=1[C:4]1[S:3][C:2]([NH:1][C:17]([C:18]2[CH:26]=[CH:25][CH:24]=[CH:23][C:19]=2[C:20]([OH:22])=[O:21])=[O:27])=[N:6][N:5]=1. The catalyst class is: 17. (2) Reactant: C([O:8][C:9]1[CH:14]=[CH:13][N:12]([C:15]2[CH:16]=[CH:17][C:18]3[N:22]=[C:21]([CH:23]4[CH2:25][CH:24]4[C:26]([OH:29])([CH3:28])[CH3:27])[N:20]([CH3:30])[C:19]=3[CH:31]=2)[C:11](=[O:32])[CH:10]=1)C1C=CC=CC=1. Product: [OH:8][C:9]1[CH:14]=[CH:13][N:12]([C:15]2[CH:16]=[CH:17][C:18]3[N:22]=[C:21]([CH:23]4[CH2:25][CH:24]4[C:26]([OH:29])([CH3:27])[CH3:28])[N:20]([CH3:30])[C:19]=3[CH:31]=2)[C:11](=[O:32])[CH:10]=1. The catalyst class is: 43. (3) The catalyst class is: 120. Reactant: [F:1][C:2]1[CH:3]=[N:4][C:5]([C:8]2[CH:13]=[CH:12][C:11]([C:14]3[CH2:15][CH2:16][NH:17][CH2:18][CH:19]=3)=[CH:10][C:9]=2[F:20])=[N:6][CH:7]=1.C(N(CC)CC)C.[Cl:28][CH2:29][C:30](Cl)=[O:31]. Product: [Cl:28][CH2:29][C:30]([N:17]1[CH2:16][CH:15]=[C:14]([C:11]2[CH:12]=[CH:13][C:8]([C:5]3[N:6]=[CH:7][C:2]([F:1])=[CH:3][N:4]=3)=[C:9]([F:20])[CH:10]=2)[CH2:19][CH2:18]1)=[O:31]. (4) Reactant: Cl.[CH3:2][O:3][C:4](=[O:27])[NH:5][CH2:6][CH2:7][C:8]1[CH:13]=[CH:12][C:11]([Cl:14])=[C:10]([CH2:15][N:16](C(OC(C)(C)C)=O)[CH:17]2[CH2:19][CH2:18]2)[CH:9]=1. Product: [CH3:2][O:3][C:4](=[O:27])[NH:5][CH2:6][CH2:7][C:8]1[CH:13]=[CH:12][C:11]([Cl:14])=[C:10]([CH2:15][NH:16][CH:17]2[CH2:19][CH2:18]2)[CH:9]=1. The catalyst class is: 2. (5) Reactant: O[CH:2](O)[CH2:3][N:4]1[CH:9]=[CH:8][C:7]2[O:10][C:11]([CH3:13])=[CH:12][C:6]=2[C:5]1=[O:14].[C:16]1([NH2:23])[CH:21]=[CH:20][CH:19]=[CH:18][C:17]=1[NH2:22].O. Product: [NH:22]1[C:17]2[CH:18]=[CH:19][CH:20]=[CH:21][C:16]=2[N:23]=[C:2]1[CH2:3][N:4]1[CH:9]=[CH:8][C:7]2[O:10][C:11]([CH3:13])=[CH:12][C:6]=2[C:5]1=[O:14]. The catalyst class is: 8. (6) Reactant: [F:1][C:2]1[C:3]([C:15]([F:18])([F:17])[F:16])=[CH:4][C:5]([C:9]#[C:10][Si](C)(C)C)=[C:6]([CH:8]=1)[NH2:7]. Product: [F:1][C:2]1[CH:8]=[C:6]2[C:5]([CH:9]=[CH:10][NH:7]2)=[CH:4][C:3]=1[C:15]([F:18])([F:17])[F:16]. The catalyst class is: 590. (7) Reactant: [Br:1][C:2]1[CH:8]=[C:7]([N+:9]([O-])=O)[C:5]([NH2:6])=[C:4]([F:12])[CH:3]=1.O.O.[Sn](Cl)Cl. Product: [Br:1][C:2]1[CH:8]=[C:7]([NH2:9])[C:5]([NH2:6])=[C:4]([F:12])[CH:3]=1. The catalyst class is: 8. (8) Reactant: [C:1](=[NH:20])([O:3][CH2:4][CH2:5][C:6]1[CH:11]=[CH:10][C:9]([O:12][C:13]2[CH:18]=[CH:17][CH:16]=[C:15]([CH3:19])[N:14]=2)=[CH:8][CH:7]=1)[NH2:2].[CH:21]([CH:23]([CH2:28][C:29]1[CH:30]=[N:31][N:32]([CH3:34])[CH:33]=1)[C:24](OC)=O)=[O:22].C([O-])([O-])=O.[K+].[K+]. Product: [CH3:34][N:32]1[CH:33]=[C:29]([CH2:28][C:23]2[C:21](=[O:22])[N:20]=[C:1]([O:3][CH2:4][CH2:5][C:6]3[CH:7]=[CH:8][C:9]([O:12][C:13]4[CH:18]=[CH:17][CH:16]=[C:15]([CH3:19])[N:14]=4)=[CH:10][CH:11]=3)[NH:2][CH:24]=2)[CH:30]=[N:31]1. The catalyst class is: 37.